Task: Predict the reactants needed to synthesize the given product.. Dataset: Full USPTO retrosynthesis dataset with 1.9M reactions from patents (1976-2016) (1) The reactants are: C(NC(C)C)(C)C.C([Li])CCC.CCCCCC.[Br:19][C:20]1[CH:21]=[N:22][CH:23]=[CH:24][C:25]=1[CH3:26].[CH2:27]1[O:29][CH2:28]1. Given the product [Br:19][C:20]1[CH:21]=[N:22][CH:23]=[CH:24][C:25]=1[CH2:26][CH2:27][CH2:28][OH:29], predict the reactants needed to synthesize it. (2) Given the product [Cl:32][C:24]1[CH:23]=[C:22]([C:21]2[N:20]=[C:10]([C:8]3[CH:7]=[CH:6][C:5]([C:13]4[CH:18]=[CH:17][CH:16]=[CH:15][C:14]=4[CH3:19])=[C:4]([CH2:3][O:2][CH3:1])[CH:9]=3)[O:12][N:33]=2)[CH:31]=[CH:30][C:25]=1[C:26]([O:28][CH3:29])=[O:27], predict the reactants needed to synthesize it. The reactants are: [CH3:1][O:2][CH2:3][C:4]1[CH:9]=[C:8]([C:10]([OH:12])=O)[CH:7]=[CH:6][C:5]=1[C:13]1[CH:18]=[CH:17][CH:16]=[CH:15][C:14]=1[CH3:19].[NH2:20][C:21](=[N:33]O)[C:22]1[CH:31]=[CH:30][C:25]([C:26]([O:28][CH3:29])=[O:27])=[C:24]([Cl:32])[CH:23]=1.